This data is from Forward reaction prediction with 1.9M reactions from USPTO patents (1976-2016). The task is: Predict the product of the given reaction. Given the reactants [F:1][C:2]1[CH:7]=[CH:6][C:5]([N:8]2[C:12](I)=[CH:11][C:10]([NH2:14])=[N:9]2)=[CH:4][CH:3]=1.[F:15][C:16]([F:30])([F:29])[C@H:17]([O:19][C:20]1C=C(B(O)O)C=CC=1)[CH3:18].C(=O)([O-])[O-].[Na+].[Na+].[CH:50]1(P([CH:50]2[CH2:55][CH2:54][CH2:53][CH2:52][CH2:51]2)[CH:50]2[CH2:55][CH2:54][CH2:53][CH2:52][CH2:51]2)[CH2:55][CH2:54][CH2:53][CH2:52][CH2:51]1, predict the reaction product. The product is: [F:1][C:2]1[CH:7]=[CH:6][C:5]([N:8]2[C:12]([C:54]3[CH:53]=[CH:52][CH:51]=[C:50]([CH2:20][O:19][C@H:17]([CH3:18])[C:16]([F:30])([F:29])[F:15])[CH:55]=3)=[CH:11][C:10]([NH2:14])=[N:9]2)=[CH:4][CH:3]=1.